Dataset: NCI-60 drug combinations with 297,098 pairs across 59 cell lines. Task: Regression. Given two drug SMILES strings and cell line genomic features, predict the synergy score measuring deviation from expected non-interaction effect. Drug 1: C1CC(=O)NC(=O)C1N2CC3=C(C2=O)C=CC=C3N. Drug 2: CS(=O)(=O)OCCCCOS(=O)(=O)C. Cell line: T-47D. Synergy scores: CSS=0.794, Synergy_ZIP=-0.410, Synergy_Bliss=2.34, Synergy_Loewe=0.424, Synergy_HSA=0.744.